From a dataset of Catalyst prediction with 721,799 reactions and 888 catalyst types from USPTO. Predict which catalyst facilitates the given reaction. (1) Reactant: [CH3:1][CH:2]([NH:4][C:5]([C:7]1[CH:24]=[CH:23][C:10]2[CH2:11][CH2:12][N:13]([C:16]([O:18][C:19]([CH3:22])([CH3:21])[CH3:20])=[O:17])[CH2:14][CH2:15][C:9]=2[CH:8]=1)=[O:6])[CH3:3].[Li]C(C)(C)C.CN([CH:33]=[O:34])C. Product: [OH:34][CH:33]1[C:24]2[CH:23]=[C:10]3[CH2:11][CH2:12][N:13]([C:16]([O:18][C:19]([CH3:22])([CH3:21])[CH3:20])=[O:17])[CH2:14][CH2:15][C:9]3=[CH:8][C:7]=2[C:5](=[O:6])[N:4]1[CH:2]([CH3:1])[CH3:3]. The catalyst class is: 1. (2) Reactant: [Cl:1][C:2]1[CH:7]=[C:6]([OH:8])[CH:5]=[CH:4][C:3]=1[C:9]1[N:13]=[C:12]([C:14]2[CH:15]=[CH:16][C:17]([O:22][CH:23]([CH3:25])[CH3:24])=[C:18]([CH:21]=2)[C:19]#[N:20])[O:11][N:10]=1.Br[CH2:27][CH2:28][CH2:29][C:30]([O:32][CH2:33][CH3:34])=[O:31].C(=O)([O-])[O-].[K+].[K+]. Product: [Cl:1][C:2]1[CH:7]=[C:6]([O:8][CH2:27][CH2:28][CH2:29][C:30]([O:32][CH2:33][CH3:34])=[O:31])[CH:5]=[CH:4][C:3]=1[C:9]1[N:13]=[C:12]([C:14]2[CH:15]=[CH:16][C:17]([O:22][CH:23]([CH3:25])[CH3:24])=[C:18]([C:19]#[N:20])[CH:21]=2)[O:11][N:10]=1. The catalyst class is: 21.